The task is: Predict which catalyst facilitates the given reaction.. This data is from Catalyst prediction with 721,799 reactions and 888 catalyst types from USPTO. (1) Reactant: [C:1]([N:5]1[CH2:10][CH2:9][N:8]([C:11]2([C:20]3[CH:25]=[CH:24][CH:23]=[CH:22][CH:21]=3)CCN(C(=O)C)[CH2:13][CH2:12]2)[CH2:7][CH2:6]1)([CH3:4])([CH3:3])[CH3:2].[OH-].[Na+]. Product: [C:1]([N:5]1[CH2:6][CH2:7][N:8]([CH:11]([C:20]2[CH:25]=[CH:24][CH:23]=[CH:22][CH:21]=2)[CH:12]2[CH2:13][CH2:6][NH:5][CH2:1][CH2:2]2)[CH2:9][CH2:10]1)([CH3:3])([CH3:2])[CH3:4]. The catalyst class is: 6. (2) Reactant: [Si:1]([O:8][C:9]1([CH2:15][CH2:16][CH2:17][NH:18][C:19]2[C:28]3[C:23](=[CH:24][CH:25]=[CH:26][CH:27]=3)[N:22]=[CH:21][C:20]=2[N+:29]([O-])=O)[CH2:14][CH2:13][CH2:12][CH2:11][CH2:10]1)([C:4]([CH3:7])([CH3:6])[CH3:5])([CH3:3])[CH3:2]. Product: [Si:1]([O:8][C:9]1([CH2:15][CH2:16][CH2:17][NH:18][C:19]2[C:28]3[C:23](=[CH:24][CH:25]=[CH:26][CH:27]=3)[N:22]=[CH:21][C:20]=2[NH2:29])[CH2:10][CH2:11][CH2:12][CH2:13][CH2:14]1)([C:4]([CH3:6])([CH3:7])[CH3:5])([CH3:3])[CH3:2]. The catalyst class is: 612. (3) The catalyst class is: 51. Reactant: [CH3:1][C:2]1[CH:7]=[CH:6][C:5]([C:8]2[N:12]=[C:11]([N:13]3[CH2:17][CH2:16][C@H:15]([NH2:18])[CH2:14]3)[O:10][N:9]=2)=[CH:4][CH:3]=1.CCN(C(C)C)C(C)C.Cl[C:29]1[N:34]=[CH:33][N:32]=[C:31]2[N:35](C3CCCCO3)[N:36]=[CH:37][C:30]=12. Product: [CH3:1][C:2]1[CH:7]=[CH:6][C:5]([C:8]2[N:12]=[C:11]([N:13]3[CH2:17][CH2:16][C@H:15]([NH:18][C:29]4[N:34]=[CH:33][N:32]=[C:31]5[NH:35][N:36]=[CH:37][C:30]=45)[CH2:14]3)[O:10][N:9]=2)=[CH:4][CH:3]=1.